Task: Predict the reactants needed to synthesize the given product.. Dataset: Retrosynthesis with 50K atom-mapped reactions and 10 reaction types from USPTO (1) Given the product CC(=O)c1cc(C#N)cc(C(F)(F)F)c1, predict the reactants needed to synthesize it. The reactants are: CON(C)C(=O)c1cc(C#N)cc(C(F)(F)F)c1. (2) Given the product CNC(=O)c1ccccc1Nc1nc(Nc2cccc(N3CCN(C)CC3)c2)ncc1C, predict the reactants needed to synthesize it. The reactants are: CN1CCN(c2cccc(N)c2)CC1.CNC(=O)c1ccccc1Nc1nc(Cl)ncc1C.